This data is from Forward reaction prediction with 1.9M reactions from USPTO patents (1976-2016). The task is: Predict the product of the given reaction. (1) Given the reactants [CH3:1][C:2]([C:8]1[O:12][N:11]=[C:10]([C:13](OCC)=[O:14])[CH:9]=1)([O:4][CH2:5][C:6]#[CH:7])[CH3:3].[BH4-].[Na+].O, predict the reaction product. The product is: [CH3:3][C:2]([C:8]1[O:12][N:11]=[C:10]([CH2:13][OH:14])[CH:9]=1)([O:4][CH2:5][C:6]#[CH:7])[CH3:1]. (2) Given the reactants [NH2:1][C:2]1[C:3]([Br:12])=[CH:4][C:5]([Cl:11])=[C:6]([CH:8]([OH:10])[CH3:9])[CH:7]=1.[Si:13](Cl)([C:16]([CH3:19])([CH3:18])[CH3:17])([CH3:15])[CH3:14].N1C=CN=C1.O, predict the reaction product. The product is: [Br:12][C:3]1[CH:4]=[C:5]([Cl:11])[C:6]([CH:8]([O:10][Si:13]([C:16]([CH3:19])([CH3:18])[CH3:17])([CH3:15])[CH3:14])[CH3:9])=[CH:7][C:2]=1[NH2:1]. (3) Given the reactants [N:1]1[C:9]2[CH:8]=[CH:7][N:6]=[CH:5][C:4]=2[NH:3][C:2]=1[C:10]1[C:18]2[N:17]3[CH:19]=[CH:20][CH:21]=[C:16]3[CH:15]([NH2:22])[C:14]=2[CH:13]=[CH:12][CH:11]=1.[NH:23]1[C:27]2[N:28]=[CH:29][CH:30]=[C:31]([C:32](O)=[O:33])[C:26]=2[CH:25]=[CH:24]1.Cl.CN(C)CCCN=C=NCC.ON1C2C=CC=CC=2N=N1, predict the reaction product. The product is: [N:1]1[C:9]2[CH:8]=[CH:7][N:6]=[CH:5][C:4]=2[NH:3][C:2]=1[C:10]1[C:18]2[N:17]3[CH:19]=[CH:20][CH:21]=[C:16]3[CH:15]([NH:22][C:32]([C:31]3[C:26]4[CH:25]=[CH:24][NH:23][C:27]=4[N:28]=[CH:29][CH:30]=3)=[O:33])[C:14]=2[CH:13]=[CH:12][CH:11]=1. (4) Given the reactants [C@@H:1]12[CH2:6][C@@H:5]1[CH2:4][NH:3][C@@H:2]2[CH2:7][NH:8][C:9]1[CH:18]=[N:17][C:16]2[C:11](=[CH:12][C:13]([F:20])=[C:14]([F:19])[CH:15]=2)[N:10]=1.[C:21]1([C:31](O)=[O:32])[C:30]2[C:25](=[CH:26][CH:27]=[CH:28][CH:29]=2)[CH:24]=[CH:23][CH:22]=1, predict the reaction product. The product is: [F:19][C:14]1[CH:15]=[C:16]2[C:11](=[CH:12][C:13]=1[F:20])[N:10]=[C:9]([NH:8][CH2:7][C@H:2]1[N:3]([C:31]([C:21]3[C:30]4[C:25](=[CH:26][CH:27]=[CH:28][CH:29]=4)[CH:24]=[CH:23][CH:22]=3)=[O:32])[CH2:4][C@@H:5]3[C@H:1]1[CH2:6]3)[CH:18]=[N:17]2.